From a dataset of Reaction yield outcomes from USPTO patents with 853,638 reactions. Predict the reaction yield, written as a fraction of the theoretical maximum amount of product (1.0 means a 100% yield; for example, 0.34 means a 34% yield). (1) The reactants are [CH:1]1([CH2:4][S:5][C:6]2[CH:7]=[C:8]([O:28][C:29]3[C:30]([CH3:35])=[N:31][CH:32]=[CH:33][CH:34]=3)[C:9]([NH:12][C:13]3[S:17][N:16]=[C:15]([C@H:18]4[CH2:22][O:21]C5(CCCCC5)[O:19]4)[N:14]=3)=[N:10][CH:11]=2)[CH2:3][CH2:2]1.Cl. The catalyst is C(O)C. The product is [CH:1]1([CH2:4][S:5][C:6]2[CH:7]=[C:8]([O:28][C:29]3[C:30]([CH3:35])=[N:31][CH:32]=[CH:33][CH:34]=3)[C:9]([NH:12][C:13]3[S:17][N:16]=[C:15]([C@H:18]([OH:19])[CH2:22][OH:21])[N:14]=3)=[N:10][CH:11]=2)[CH2:3][CH2:2]1. The yield is 0.577. (2) The reactants are [NH2:1][C:2]1[C:11]2[C:6](=[C:7](Br)[CH:8]=[CH:9][CH:10]=2)[N:5]=[N:4][C:3]=1[C:13]([NH:15][CH2:16][CH2:17][CH3:18])=[O:14].[F:19][C:20]1[CH:21]=[CH:22][C:23]([O:29][CH3:30])=[C:24](B(O)O)[CH:25]=1. No catalyst specified. The product is [NH2:1][C:2]1[C:11]2[C:6](=[C:7]([C:22]3[CH:21]=[C:20]([F:19])[CH:25]=[CH:24][C:23]=3[O:29][CH3:30])[CH:8]=[CH:9][CH:10]=2)[N:5]=[N:4][C:3]=1[C:13]([NH:15][CH2:16][CH2:17][CH3:18])=[O:14]. The yield is 0.810. (3) The reactants are C(O)[C@H]1[O:7][C@H:6]([O:8][C@:9]2(CO)O[C@H:12](CO)[C@@H:11](O)[C@@H:10]2O)[C@H:5]([OH:20])[C@@H:4](O)[C@@H:3]1O.C1C2C(=CC=CC=2)C=CC=1.C(OCCCC)(=O)C(C)O. The catalyst is C(O)CCC. The product is [OH:20][CH:5]([CH:4]=[CH2:3])[C:6]([O:8][CH2:9][CH2:10][CH2:11][CH3:12])=[O:7]. The yield is 0.0800. (4) The reactants are [Br:1][C:2]1[CH:7]=[C:6]([F:8])[CH:5]=[CH:4][C:3]=1[CH:9]1[C:14]([C:15]([O:17][CH2:18][CH3:19])=[O:16])=[C:13]([CH3:20])[NH:12][C:11](Cl)=[N:10]1.[NH:22]1[CH:26]=[N:25][C:24]([C:27]#[N:28])=[N:23]1. No catalyst specified. The product is [Br:1][C:2]1[CH:7]=[C:6]([F:8])[CH:5]=[CH:4][C:3]=1[CH:9]1[C:14]([C:15]([O:17][CH2:18][CH3:19])=[O:16])=[C:13]([CH3:20])[NH:12][C:11]([N:22]2[CH:26]=[N:25][C:24]([C:27]#[N:28])=[N:23]2)=[N:10]1. The yield is 0.500. (5) The reactants are Cl.[NH2:2][CH2:3][C:4]1[CH:9]=[CH:8][C:7](B(O)O)=[CH:6][CH:5]=1.Br[C:14]1[CH:19]=[CH:18][CH:17]=[C:16]([C:20]([F:23])([F:22])[F:21])[CH:15]=1.P([O-])([O-])([O-])=O.[K+].[K+].[K+].C(COC)OC.O. The catalyst is C(OCC)(=O)C.C1C=CC([P]([Pd]([P](C2C=CC=CC=2)(C2C=CC=CC=2)C2C=CC=CC=2)([P](C2C=CC=CC=2)(C2C=CC=CC=2)C2C=CC=CC=2)[P](C2C=CC=CC=2)(C2C=CC=CC=2)C2C=CC=CC=2)(C2C=CC=CC=2)C2C=CC=CC=2)=CC=1.CO.O. The product is [F:21][C:20]([F:23])([F:22])[C:16]1[CH:15]=[C:14]([C:7]2[CH:8]=[CH:9][C:4]([CH2:3][NH2:2])=[CH:5][CH:6]=2)[CH:19]=[CH:18][CH:17]=1. The yield is 0.130. (6) The reactants are Br[C:2]1[CH:27]=[CH:26][C:5]2[N:6]=[C:7]([C:9]3[N:13]([CH2:14][O:15][CH2:16][CH2:17][Si:18]([CH3:21])([CH3:20])[CH3:19])[C:12]4[CH:22]=[CH:23][CH:24]=[CH:25][C:11]=4[N:10]=3)[O:8][C:4]=2[CH:3]=1.[B:28]1([B:28]2[O:32][C:31]([CH3:34])([CH3:33])[C:30]([CH3:36])([CH3:35])[O:29]2)[O:32][C:31]([CH3:34])([CH3:33])[C:30]([CH3:36])([CH3:35])[O:29]1.C1(P(C2CCCCC2)C2C=CC=CC=2C2C(C(C)C)=CC(C(C)C)=CC=2C(C)C)CCCCC1.CC([O-])=O.[K+]. The catalyst is C1C=CC(/C=C/C(/C=C/C2C=CC=CC=2)=O)=CC=1.C1C=CC(/C=C/C(/C=C/C2C=CC=CC=2)=O)=CC=1.C1C=CC(/C=C/C(/C=C/C2C=CC=CC=2)=O)=CC=1.[Pd].[Pd]. The product is [CH3:35][C:30]1([CH3:36])[C:31]([CH3:34])([CH3:33])[O:32][B:28]([C:2]2[CH:27]=[CH:26][C:5]3[N:6]=[C:7]([C:9]4[N:13]([CH2:14][O:15][CH2:16][CH2:17][Si:18]([CH3:21])([CH3:20])[CH3:19])[C:12]5[CH:22]=[CH:23][CH:24]=[CH:25][C:11]=5[N:10]=4)[O:8][C:4]=3[CH:3]=2)[O:29]1. The yield is 0.350.